From a dataset of Peptide-MHC class I binding affinity with 185,985 pairs from IEDB/IMGT. Regression. Given a peptide amino acid sequence and an MHC pseudo amino acid sequence, predict their binding affinity value. This is MHC class I binding data. (1) The peptide sequence is GRPNCFQIV. The MHC is HLA-B58:01 with pseudo-sequence HLA-B58:01. The binding affinity (normalized) is 0.0847. (2) The peptide sequence is RRDYRRGL. The MHC is Patr-B1301 with pseudo-sequence Patr-B1301. The binding affinity (normalized) is 0.150. (3) The peptide sequence is RPLMKNTYL. The MHC is HLA-A11:01 with pseudo-sequence HLA-A11:01. The binding affinity (normalized) is 0.0847. (4) The peptide sequence is FYGKAIPLEV. The MHC is Patr-A0901 with pseudo-sequence Patr-A0901. The binding affinity (normalized) is 0.260. (5) The peptide sequence is YTGAMTSKF. The MHC is HLA-A68:23 with pseudo-sequence YYAMYRNNVAQTDVDTLYIRYRDYTWAVWAYTWY. The binding affinity (normalized) is 0.605. (6) The peptide sequence is ISTQNHRALDLVA. The MHC is H-2-Ld with pseudo-sequence H-2-Ld. The binding affinity (normalized) is 0. (7) The peptide sequence is RTFSIPLGV. The MHC is HLA-A11:01 with pseudo-sequence HLA-A11:01. The binding affinity (normalized) is 0.317.